Dataset: Reaction yield outcomes from USPTO patents with 853,638 reactions. Task: Predict the reaction yield, written as a fraction of the theoretical maximum amount of product (1.0 means a 100% yield; for example, 0.34 means a 34% yield). (1) The reactants are [Cl:1][C:2]1[N:11]=[CH:10][C:9]2[N:8]([CH:12]3[CH2:17][CH2:16][O:15][CH2:14][CH2:13]3)[C:7](=[O:18])[CH:6]3[CH2:19][O:20][CH2:21][CH2:22][N:5]3[C:4]=2[N:3]=1.[CH3:23]C(C)([O-])C.[Na+].IC. The catalyst is CS(C)=O. The product is [Cl:1][C:2]1[N:11]=[CH:10][C:9]2[N:8]([CH:12]3[CH2:13][CH2:14][O:15][CH2:16][CH2:17]3)[C:7](=[O:18])[C:6]3([CH3:23])[CH2:19][O:20][CH2:21][CH2:22][N:5]3[C:4]=2[N:3]=1. The yield is 0.484. (2) The reactants are [Cl:1][C:2]1[CH:24]=[CH:23][C:5]([CH2:6][NH:7][C:8]2[CH:17]=[C:16]3[C:11]([C:12]([CH3:22])([CH3:21])[CH2:13][N:14]([CH2:19][CH3:20])[C:15]3=[O:18])=[CH:10][CH:9]=2)=[CH:4][CH:3]=1.N1C=CC=CC=1.[CH3:31][N:32]1[CH:36]=[C:35]([S:37](Cl)(=[O:39])=[O:38])[N:34]=[CH:33]1. The catalyst is C(#N)C. The product is [Cl:1][C:2]1[CH:3]=[CH:4][C:5]([CH2:6][N:7]([C:8]2[CH:17]=[C:16]3[C:11]([C:12]([CH3:21])([CH3:22])[CH2:13][N:14]([CH2:19][CH3:20])[C:15]3=[O:18])=[CH:10][CH:9]=2)[S:37]([C:35]2[N:34]=[CH:33][N:32]([CH3:31])[CH:36]=2)(=[O:39])=[O:38])=[CH:23][CH:24]=1. The yield is 0.210. (3) The reactants are [Li]CCCC.CCCCCC.CC1(C)CCCC(C)(C)N1.[Cl:22][C:23]1[CH:24]=[C:25]([CH:29]=[CH:30][CH:31]=1)[C:26]([OH:28])=[O:27].[Cl:32][C:33]1[CH:38]=[CH:37][C:36]([S:39]([N:42]([C:46]2[C:47]([CH:53]=O)=[N:48][CH:49]=[C:50]([Cl:52])[CH:51]=2)[CH2:43][O:44][CH3:45])(=[O:41])=[O:40])=[CH:35][C:34]=1[C:55]([F:58])([F:57])[F:56]. The catalyst is C1COCC1.CCOCC. The product is [Cl:32][C:33]1[CH:38]=[CH:37][C:36]([S:39]([N:42]([C:46]2[C:47]([CH:53]3[C:24]4[C:25](=[CH:29][CH:30]=[CH:31][C:23]=4[Cl:22])[C:26](=[O:28])[O:27]3)=[N:48][CH:49]=[C:50]([Cl:52])[CH:51]=2)[CH2:43][O:44][CH3:45])(=[O:41])=[O:40])=[CH:35][C:34]=1[C:55]([F:56])([F:58])[F:57]. The yield is 0.266. (4) The reactants are [Br:1][C:2]1[O:6][C:5]([C:7]([OH:9])=O)=[CH:4][CH:3]=1.[F:10][C:11]1[CH:17]=[CH:16][CH:15]=[C:14]([F:18])[C:12]=1[NH2:13].CCN(C(C)C)C(C)C.CN(C(ON1N=NC2C=CC=NC1=2)=[N+](C)C)C.F[P-](F)(F)(F)(F)F. The catalyst is CN(C=O)C.C(OCC)(=O)C.O. The product is [Br:1][C:2]1[O:6][C:5]([C:7]([NH:13][C:12]2[C:11]([F:10])=[CH:17][CH:16]=[CH:15][C:14]=2[F:18])=[O:9])=[CH:4][CH:3]=1. The yield is 0.130. (5) The catalyst is C(Cl)Cl. The yield is 0.0700. The reactants are [Cl:1][C:2]1[C:3]([F:31])=[C:4]([CH:8]2[C:12]([C:15]3[CH:20]=[CH:19][C:18]([Cl:21])=[CH:17][C:16]=3[F:22])([C:13]#[N:14])[CH:11]([CH2:23][C:24]([CH3:27])([CH3:26])[CH3:25])[NH:10][CH:9]2[C:28](O)=[O:29])[CH:5]=[CH:6][CH:7]=1.[NH2:32][C:33]1[CH:38]=[CH:37][C:36]([C:39](=[O:42])[CH2:40][Br:41])=[CH:35][CH:34]=1.CN(C(ON1N=NC2C=CC=NC1=2)=[N+](C)C)C.F[P-](F)(F)(F)(F)F.CCN(C(C)C)C(C)C. The product is [Br:41][CH2:40][C:39]([C:36]1[CH:37]=[CH:38][C:33]([NH:32][C:28]([CH:9]2[CH:8]([C:4]3[CH:5]=[CH:6][CH:7]=[C:2]([Cl:1])[C:3]=3[F:31])[C:12]([C:15]3[CH:20]=[CH:19][C:18]([Cl:21])=[CH:17][C:16]=3[F:22])([C:13]#[N:14])[CH:11]([CH2:23][C:24]([CH3:27])([CH3:25])[CH3:26])[NH:10]2)=[O:29])=[CH:34][CH:35]=1)=[O:42]. (6) The reactants are Cl[C:2]1[CH:3]=[CH:4][N:5]2[C:10]([C:11]=1[CH3:12])=[C:9]([CH:13]1[CH2:15][CH2:14]1)[CH:8]=[C:7]([C:16]([O:18][CH3:19])=[O:17])[C:6]2=[O:20].C(O)C.C(=O)([O-])[O-].[Na+].[Na+].[O:30]=[C:31]1[CH:40]([NH:41][C:42](=[O:48])[O:43][C:44]([CH3:47])([CH3:46])[CH3:45])[CH2:39][C:38]2[C:33](=[CH:34][C:35](B3OC(C)(C)C(C)(C)O3)=[CH:36][CH:37]=2)[NH:32]1. The catalyst is C1(C)C=CC=CC=1.C(Cl)Cl.O.[Pd](Cl)Cl.C1(P(C2C=CC=CC=2)[C-]2C=CC=C2)C=CC=CC=1.[C-]1(P(C2C=CC=CC=2)C2C=CC=CC=2)C=CC=C1.[Fe+2]. The product is [C:44]([O:43][C:42]([NH:41][CH:40]1[CH2:39][C:38]2[C:33](=[CH:34][C:35]([C:2]3[CH:3]=[CH:4][N:5]4[C:10]([C:11]=3[CH3:12])=[C:9]([CH:13]3[CH2:15][CH2:14]3)[CH:8]=[C:7]([C:16]([O:18][CH3:19])=[O:17])[C:6]4=[O:20])=[CH:36][CH:37]=2)[NH:32][C:31]1=[O:30])=[O:48])([CH3:47])([CH3:45])[CH3:46]. The yield is 0.530. (7) The reactants are [OH-].[K+].[CH2:3]=[C:4]1[CH:10]=[CH:9][C:8]2[CH:11]=[C:12]([C:15]([O:17]C)=[O:16])[CH:13]=[CH:14][C:7]=2[O:6][CH2:5]1.Cl. The catalyst is C(O)C. The product is [CH2:3]=[C:4]1[CH:10]=[CH:9][C:8]2[CH:11]=[C:12]([C:15]([OH:17])=[O:16])[CH:13]=[CH:14][C:7]=2[O:6][CH2:5]1. The yield is 0.880.